Dataset: Forward reaction prediction with 1.9M reactions from USPTO patents (1976-2016). Task: Predict the product of the given reaction. (1) The product is: [N:29]1[CH:30]=[CH:31][CH:32]=[C:27]([C:2]#[C:1][C:3]2[N:4]=[CH:5][N:6]3[C:11]([C:12]([F:15])([F:14])[F:13])=[CH:10][C:9]([C:16]4[CH:21]=[CH:20][C:19]([C:22]([F:25])([F:24])[F:23])=[CH:18][CH:17]=4)=[N:8][C:7]=23)[CH:28]=1. Given the reactants [C:1]([C:3]1[N:4]=[CH:5][N:6]2[C:11]([C:12]([F:15])([F:14])[F:13])=[CH:10][C:9]([C:16]3[CH:21]=[CH:20][C:19]([C:22]([F:25])([F:24])[F:23])=[CH:18][CH:17]=3)=[N:8][C:7]=12)#[CH:2].Br[C:27]1[CH:28]=[N:29][CH:30]=[CH:31][CH:32]=1, predict the reaction product. (2) Given the reactants [Cl:1][C:2]1[C:3]([NH:12][S:13]([C:16]2[CH:25]=[CH:24][C:19]([C:20]([O:22][CH3:23])=[O:21])=[CH:18][CH:17]=2)(=[O:15])=[O:14])=[N:4][CH:5]=[C:6]([C:8]([F:11])([F:10])[F:9])[CH:7]=1.Cl[CH2:27][C:28]1[N:32]=[C:31]([C:33]2[CH:38]=[CH:37][CH:36]=[CH:35][CH:34]=2)[O:30][N:29]=1, predict the reaction product. The product is: [Cl:1][C:2]1[C:3]([N:12]([CH2:27][C:28]2[N:32]=[C:31]([C:33]3[CH:34]=[CH:35][CH:36]=[CH:37][CH:38]=3)[O:30][N:29]=2)[S:13]([C:16]2[CH:25]=[CH:24][C:19]([C:20]([O:22][CH3:23])=[O:21])=[CH:18][CH:17]=2)(=[O:15])=[O:14])=[N:4][CH:5]=[C:6]([C:8]([F:11])([F:9])[F:10])[CH:7]=1. (3) Given the reactants Cl[C:2]1[CH:11]=[CH:10][C:9]2[C:8]([S:12]([NH:15][CH:16]3[CH2:20][CH2:19][CH2:18][CH2:17]3)(=[O:14])=[O:13])=[CH:7][C:6]([C:21]3[C:22]([CH3:27])=[N:23][O:24][C:25]=3[CH3:26])=[CH:5][C:4]=2[N:3]=1.[CH:28]1([CH2:31][NH2:32])[CH2:30][CH2:29]1, predict the reaction product. The product is: [CH:16]1([NH:15][S:12]([C:8]2[C:9]3[CH:10]=[CH:11][C:2]([NH:32][CH2:31][CH:28]4[CH2:30][CH2:29]4)=[N:3][C:4]=3[CH:5]=[C:6]([C:21]3[C:22]([CH3:27])=[N:23][O:24][C:25]=3[CH3:26])[CH:7]=2)(=[O:14])=[O:13])[CH2:20][CH2:19][CH2:18][CH2:17]1. (4) Given the reactants F[C:2]1[CH:3]=[N:4][CH:5]=[CH:6][C:7]=1[C:8]1[O:9][C:10]2[CH:16]=[CH:15][C:14]([C:17]([F:20])([F:19])[F:18])=[CH:13][C:11]=2[N:12]=1.[Na].[CH2:22]([SH:24])[CH3:23].CN(C=O)C, predict the reaction product. The product is: [CH2:22]([S:24][C:2]1[CH:3]=[N:4][CH:5]=[CH:6][C:7]=1[C:8]1[O:9][C:10]2[CH:16]=[CH:15][C:14]([C:17]([F:20])([F:19])[F:18])=[CH:13][C:11]=2[N:12]=1)[CH3:23]. (5) Given the reactants [N:1]1[C:10]2[C:5](=[CH:6][CH:7]=[CH:8][CH:9]=2)[CH:4]=[C:3]([CH2:11][S:12]([CH2:15][C@@H:16]([NH:20][OH:21])[CH2:17][O:18][CH3:19])(=[O:14])=[O:13])[CH:2]=1.C(CN[C@@H]([CH2:42][O:43]C)CS(CC1C=NC2C(C=1)=CC=CC=2)(=O)=O)#N.ClC1C=C(C=CC=1)C(OO)=O, predict the reaction product. The product is: [N:1]1[C:10]2[C:5](=[CH:6][CH:7]=[CH:8][CH:9]=2)[CH:4]=[C:3]([CH2:11][S:12]([CH2:15][C@@H:16]([N:20]([OH:21])[CH:42]=[O:43])[CH2:17][O:18][CH3:19])(=[O:13])=[O:14])[CH:2]=1.